From a dataset of Full USPTO retrosynthesis dataset with 1.9M reactions from patents (1976-2016). Predict the reactants needed to synthesize the given product. (1) Given the product [Cl:1][C:2]1[C:3]2[C:4]3[C:5]4[CH:30]=[CH:29][C:28]([O:31][CH3:32])=[C:27]([CH3:33])[C:6]=4[N:7]=[C:8]([NH:45][CH2:44][CH2:43][N:41]([CH2:40][CH2:39][CH2:38][N:37]([CH2:36][CH2:35][NH:34][C:8]4[C:9]5[C:10](=[O:15])[C:11]6[CH:12]=[CH:13][N:14]=[C:2]([Cl:1])[C:3]=6[C:4]=5[C:5]5[CH:30]=[CH:29][C:28]([O:31][CH3:32])=[C:27]([CH3:33])[C:6]=5[N:7]=4)[CH3:46])[CH3:42])[C:9]=3[C:10](=[O:15])[C:11]=2[CH:12]=[CH:13][N:14]=1, predict the reactants needed to synthesize it. The reactants are: [Cl:1][C:2]1[C:3]2[C:4]3[C:5]4[CH:30]=[CH:29][C:28]([O:31][CH3:32])=[C:27]([CH3:33])[C:6]=4[N:7]=[C:8](OS(C4C=CC(C)=CC=4)(=O)=O)[C:9]=3[C:10](=[O:15])[C:11]=2[CH:12]=[CH:13][N:14]=1.[NH2:34][CH2:35][CH2:36][N:37]([CH3:46])[CH2:38][CH2:39][CH2:40][N:41]([CH2:43][CH2:44][NH2:45])[CH3:42]. (2) Given the product [CH3:1][C:2]1[N:7]=[C:6]([C:8]2[NH:10][O:11][C:19](=[O:20])[N:9]=2)[CH:5]=[C:4]([C:12]2[CH:17]=[CH:16][C:15]([CH3:18])=[CH:14][CH:13]=2)[N:3]=1, predict the reactants needed to synthesize it. The reactants are: [CH3:1][C:2]1[N:7]=[C:6]([C:8](=[N:10][OH:11])[NH2:9])[CH:5]=[C:4]([C:12]2[CH:17]=[CH:16][C:15]([CH3:18])=[CH:14][CH:13]=2)[N:3]=1.[C:19](N1C=CN=C1)(N1C=CN=C1)=[O:20].N12CCCN=C1CCCCC2.Cl. (3) Given the product [CH:1]1([C:7]([N:12]2[CH2:17][CH2:16][CH2:15][C@@H:14]([NH:18][C:19]3[N:24]=[CH:23][C:22](/[CH:25]=[CH:26]/[C:27]([O:29][CH2:30][CH3:31])=[O:28])=[CH:21][CH:20]=3)[CH2:13]2)=[O:9])[CH2:2][CH2:3][CH2:4][CH2:5][CH2:6]1, predict the reactants needed to synthesize it. The reactants are: [CH:1]1([C:7]([OH:9])=O)[CH2:6][CH2:5][CH2:4][CH2:3][CH2:2]1.Cl.Cl.[NH:12]1[CH2:17][CH2:16][CH2:15][C@@H:14]([NH:18][C:19]2[N:24]=[CH:23][C:22](/[CH:25]=[CH:26]/[C:27]([O:29][CH2:30][CH3:31])=[O:28])=[CH:21][CH:20]=2)[CH2:13]1.C1C=CC2N(O)N=NC=2C=1.CCN=C=NCCCN(C)C. (4) Given the product [CH2:1]([CH:8]1[CH2:17][CH2:16][C:11](=[O:12])[CH2:10][CH2:9]1)[C:2]1[CH:7]=[CH:6][CH:5]=[CH:4][CH:3]=1, predict the reactants needed to synthesize it. The reactants are: [CH2:1]([CH:8]1[CH2:17][CH2:16][C:11]2(OCC[O:12]2)[CH2:10][CH2:9]1)[C:2]1[CH:7]=[CH:6][CH:5]=[CH:4][CH:3]=1.O. (5) Given the product [CH:5]1([C:8]2[C:15]([CH:16]3[CH2:18][CH2:17]3)=[CH:14][C:11]([CH:12]=[O:13])=[C:10]([O:19][CH:2]([CH3:4])[CH3:3])[C:9]=2[F:20])[CH2:6][CH2:7]1, predict the reactants needed to synthesize it. The reactants are: I[CH:2]([CH3:4])[CH3:3].[CH:5]1([C:8]2[C:15]([CH:16]3[CH2:18][CH2:17]3)=[CH:14][C:11]([CH:12]=[O:13])=[C:10]([OH:19])[C:9]=2[F:20])[CH2:7][CH2:6]1.C(=O)([O-])[O-].[K+].[K+].CN(C=O)C. (6) Given the product [CH2:14]([O:13][CH:12]([O:16][CH2:17][CH3:18])[CH2:11][N:8]1[CH2:7][C@H:6]2[O:1][CH2:2][CH2:3][O:4][C@H:5]2[CH2:9]1)[CH3:15], predict the reactants needed to synthesize it. The reactants are: [O:1]1[C@H:6]2[CH2:7][NH:8][CH2:9][C@H:5]2[O:4][CH2:3][CH2:2]1.Br[CH2:11][CH:12]([O:16][CH2:17][CH3:18])[O:13][CH2:14][CH3:15].C(N(C(C)C)CC)(C)C.O. (7) Given the product [NH2:1][C:2]1[CH:7]=[CH:6][C:5]([CH:8]([OH:10])[CH3:9])=[CH:4][CH:3]=1, predict the reactants needed to synthesize it. The reactants are: [NH2:1][C:2]1[CH:7]=[CH:6][C:5]([C:8](=[O:10])[CH3:9])=[CH:4][CH:3]=1.C(=O)([O-])[O-].[Na+].[Na+]. (8) Given the product [CH:1]1([C:4]2[N:8]=[C:7]([C:9]3[C:13]4[CH2:14][O:15][CH2:16][CH2:17][C:12]=4[S:11][C:10]=3[NH:18][C:27]([C:19]3[CH2:23][CH2:22][CH2:21][C:20]=3[C:24]([OH:26])=[O:25])=[O:28])[O:6][N:5]=2)[CH2:3][CH2:2]1, predict the reactants needed to synthesize it. The reactants are: [CH:1]1([C:4]2[N:8]=[C:7]([C:9]3[C:13]4[CH2:14][O:15][CH2:16][CH2:17][C:12]=4[S:11][C:10]=3[NH2:18])[O:6][N:5]=2)[CH2:3][CH2:2]1.[C:19]12[C:27](=[O:28])[O:26][C:24](=[O:25])[C:20]=1[CH2:21][CH2:22][CH2:23]2. (9) Given the product [CH2:1]([NH:8][C:9]([C:11]1[CH:20]=[CH:19][C:18]2[C:13](=[C:14]([C:25]3[CH:24]=[C:23]([CH3:22])[CH:28]=[CH:27][N:26]=3)[CH:15]=[N:16][CH:17]=2)[N:12]=1)=[O:10])[C:2]1[CH:7]=[CH:6][CH:5]=[CH:4][CH:3]=1, predict the reactants needed to synthesize it. The reactants are: [CH2:1]([NH:8][C:9]([C:11]1[CH:20]=[CH:19][C:18]2[C:13](=[C:14](Br)[CH:15]=[N:16][CH:17]=2)[N:12]=1)=[O:10])[C:2]1[CH:7]=[CH:6][CH:5]=[CH:4][CH:3]=1.[CH3:22][C:23]1[CH:28]=[CH:27][N:26]=[C:25](B2OC(C)(C)C(C)(C)O2)[CH:24]=1.C(=O)([O-])[O-].[Cs+].[Cs+].